From a dataset of hERG Central: cardiac toxicity at 1µM, 10µM, and general inhibition. Predict hERG channel inhibition at various concentrations. (1) The drug is CCOC(=O)C1CCCN(Cc2nc(N)nc(Nc3ccc(C)cc3)n2)C1. Results: hERG_inhib (hERG inhibition (general)): blocker. (2) Results: hERG_inhib (hERG inhibition (general)): blocker. The drug is CCOC(=O)N1CCC(Nc2c(N3CCN(c4cccc(C(F)(F)F)c4)CC3)c(=O)c2=O)CC1. (3) The compound is CCCCCc1ccc(OCCCC[n+]2ccccc2)c(CCCCC)c1.[Cl-]. Results: hERG_inhib (hERG inhibition (general)): blocker. (4) The drug is N#Cc1ccc(-c2ccc(OCC(O)CN3CCCCC3)cc2)cc1. Results: hERG_inhib (hERG inhibition (general)): blocker. (5) The drug is CN(C)CCCN1C(=O)c2cccc3c(Br)ccc(c23)C1=O. Results: hERG_inhib (hERG inhibition (general)): blocker.